This data is from Catalyst prediction with 721,799 reactions and 888 catalyst types from USPTO. The task is: Predict which catalyst facilitates the given reaction. (1) Reactant: [CH2:1]([O:3][C:4]([CH:6]1[CH2:11][CH2:10][CH2:9][CH:8]([NH:12][C:13]([C:15]2[C:16]([C:21]3[CH:26]=[CH:25][N:24]=[CH:23][C:22]=3F)=[N:17][O:18][C:19]=2[CH3:20])=[O:14])[CH2:7]1)=[O:5])[CH3:2].C[Si]([N-][Si](C)(C)C)(C)C. Product: [CH2:1]([O:3][C:4]([CH:6]1[CH2:11][CH2:10][CH2:9][CH:8]([N:12]2[C:26]3[C:21](=[CH:22][CH:23]=[N:24][CH:25]=3)[C:16]3=[N:17][O:18][C:19]([CH3:20])=[C:15]3[C:13]2=[O:14])[CH2:7]1)=[O:5])[CH3:2]. The catalyst class is: 9. (2) Reactant: [Cl:1][C:2]1[CH:7]=[C:6](Cl)[N:5]2[N:9]=[CH:10][C:11]([CH2:12][C:13]3[CH:18]=[CH:17][CH:16]=[C:15]([Cl:19])[C:14]=3[Cl:20])=[C:4]2[N:3]=1.[OH-].[NH4+:22]. The catalyst class is: 12. Product: [Cl:1][C:2]1[CH:7]=[C:6]([NH2:22])[N:5]2[N:9]=[CH:10][C:11]([CH2:12][C:13]3[CH:18]=[CH:17][CH:16]=[C:15]([Cl:19])[C:14]=3[Cl:20])=[C:4]2[N:3]=1. (3) Reactant: [O:1]=[C:2]1[CH2:7][CH2:6][S:5][CH2:4][C:3]1=[CH:8][C:9]1[CH:14]=[CH:13][C:12]([CH:15]([CH3:23])[C:16]([O:18]C(C)(C)C)=[O:17])=[CH:11][CH:10]=1.FC(F)(F)C(O)=O. Product: [O:1]=[C:2]1[CH2:7][CH2:6][S:5][CH2:4][C:3]1=[CH:8][C:9]1[CH:14]=[CH:13][C:12]([CH:15]([CH3:23])[C:16]([OH:18])=[O:17])=[CH:11][CH:10]=1. The catalyst class is: 22. (4) Product: [C:5]([C:4]1[CH:7]=[CH:8][C:9]([CH2:11][CH2:12][N:17]2[CH2:16][CH2:15][N:14]([C:20]([O:22][C:23]([CH3:26])([CH3:25])[CH3:24])=[O:21])[CH2:19][CH2:18]2)=[CH:10][C:3]=1[O:2][CH3:1])#[N:6]. The catalyst class is: 5. Reactant: [CH3:1][O:2][C:3]1[CH:10]=[C:9]([CH2:11][CH:12]=O)[CH:8]=[CH:7][C:4]=1[C:5]#[N:6].[N:14]1([C:20]([O:22][C:23]([CH3:26])([CH3:25])[CH3:24])=[O:21])[CH2:19][CH2:18][NH:17][CH2:16][CH2:15]1.C([BH3-])#N.[Na+].CC(O)=O. (5) Reactant: [CH:1]1([CH2:4][OH:5])[CH2:3][CH2:2]1.[H-].[Na+].[Cl:8][C:9]1[N:10]=[N:11][C:12](Cl)=[CH:13][CH:14]=1. Product: [Cl:8][C:9]1[N:10]=[N:11][C:12]([O:5][CH2:4][CH:1]2[CH2:3][CH2:2]2)=[CH:13][CH:14]=1. The catalyst class is: 16. (6) Reactant: [CH:1]1[C:13]2[CH:12]([CH2:14][O:15][C:16]([N:18]([CH2:23][CH2:24][NH:25][C:26]([O:28][C:29]([CH3:32])([CH3:31])[CH3:30])=[O:27])[CH2:19][C:20]([OH:22])=O)=[O:17])[C:11]3[C:6](=[CH:7][CH:8]=[CH:9][CH:10]=3)[C:5]=2[CH:4]=[CH:3][CH:2]=1.[CH3:33][C:34](N(C)C)=[O:35].CC1[CH:45]=[C:44]([CH3:46])[CH:43]=C(C)N=1.CCOC(C(C#N)=NOC([N:60]1[CH2:65][CH2:64][O:63][CH2:62][CH2:61]1)=[N+](C)C)=O.F[P-](F)(F)(F)(F)F.CC[O:77][C:78](C)=[O:79]. Product: [CH:10]1[C:11]2[CH:12]([CH2:14][O:15][C:16]([N:18]([CH2:19][C:20](=[O:22])[NH:60][CH2:65][CH2:64][O:63][CH2:62][CH2:61][O:35][CH2:34][CH2:33][C:78]([O:79][C:44]([CH3:43])([CH3:45])[CH3:46])=[O:77])[CH2:23][CH2:24][NH:25][C:26](=[O:27])[O:28][C:29]([CH3:30])([CH3:32])[CH3:31])=[O:17])[C:13]3[C:5](=[CH:4][CH:3]=[CH:2][CH:1]=3)[C:6]=2[CH:7]=[CH:8][CH:9]=1. The catalyst class is: 6. (7) Product: [NH2:1][C:2]1[CH:9]=[C:8]([C:10]2[C:15]([C:16]([F:19])([F:17])[F:18])=[CH:14][CH:13]=[CH:12][N:11]=2)[CH:7]=[CH:6][C:3]=1[C:4]([NH2:5])=[O:20]. The catalyst class is: 82. Reactant: [NH2:1][C:2]1[CH:9]=[C:8]([C:10]2[C:15]([C:16]([F:19])([F:18])[F:17])=[CH:14][CH:13]=[CH:12][N:11]=2)[CH:7]=[CH:6][C:3]=1[C:4]#[N:5].[OH-:20].[Na+]. (8) Reactant: [Br:1][C:2]1[CH:17]=[CH:16][C:5]([CH2:6][CH:7]([CH2:13][CH:14]=O)[C:8]([O:10]CC)=O)=[C:4]([Cl:18])[CH:3]=1.Cl.[NH:20]1[C:28]2[CH2:27][CH:26]([NH2:29])[CH2:25][CH2:24][C:23]=2[CH:22]=[N:21]1.C(O[BH-](OC(=O)C)OC(=O)C)(=O)C.[Na+]. Product: [Br:1][C:2]1[CH:17]=[CH:16][C:5]([CH2:6][CH:7]2[CH2:13][CH2:14][N:29]([CH:26]3[CH2:27][C:28]4[C:23](=[CH:22][NH:21][N:20]=4)[CH2:24][CH2:25]3)[C:8]2=[O:10])=[C:4]([Cl:18])[CH:3]=1. The catalyst class is: 68.